From a dataset of Full USPTO retrosynthesis dataset with 1.9M reactions from patents (1976-2016). Predict the reactants needed to synthesize the given product. (1) Given the product [Cl:11][C:4]1[C:5]([S:9][CH3:10])=[C:6]([O:13][CH3:12])[N:7]=[C:2]([O:16][CH3:15])[N:3]=1, predict the reactants needed to synthesize it. The reactants are: Cl[C:2]1[N:7]=[C:6](Cl)[C:5]([S:9][CH3:10])=[C:4]([Cl:11])[N:3]=1.[CH3:12][O-:13].[Na+].[CH3:15][OH:16]. (2) Given the product [Br:3][C:4]1[NH:5][C:6]2[C:11]([C:12]=1[CH:13]1[CH2:18][CH2:17][CH2:16][CH2:15][CH2:14]1)=[CH:10][CH:9]=[C:8]([C:19]([OH:21])=[O:20])[CH:7]=2, predict the reactants needed to synthesize it. The reactants are: [OH-].[K+].[Br:3][C:4]1[NH:5][C:6]2[C:11]([C:12]=1[CH:13]1[CH2:18][CH2:17][CH2:16][CH2:15][CH2:14]1)=[CH:10][CH:9]=[C:8]([C:19]([O:21]C)=[O:20])[CH:7]=2.CO. (3) Given the product [NH2:1][C:2]1[N:6]([C:7]([C:9]2[CH:14]=[CH:13][CH:12]=[C:11]([CH3:15])[CH:10]=2)=[O:8])[N:5]=[C:4]([NH:16][C:17]2[CH:22]=[CH:21][CH:20]=[C:19]([O:23][CH2:31][C:32]#[N:33])[CH:18]=2)[N:3]=1, predict the reactants needed to synthesize it. The reactants are: [NH2:1][C:2]1[N:6]([C:7]([C:9]2[CH:14]=[CH:13][CH:12]=[C:11]([CH3:15])[CH:10]=2)=[O:8])[N:5]=[C:4]([NH:16][C:17]2[CH:22]=[CH:21][CH:20]=[C:19]([OH:23])[CH:18]=2)[N:3]=1.C([O-])([O-])=O.[K+].[K+].Br[CH2:31][C:32]#[N:33]. (4) Given the product [Cl:17][C:15]1[N:14]=[CH:13][N:12]=[C:11]([CH2:10][OH:9])[CH:16]=1, predict the reactants needed to synthesize it. The reactants are: C([O:9][CH2:10][C:11]1[CH:16]=[C:15]([Cl:17])[N:14]=[CH:13][N:12]=1)(=O)C1C=CC=CC=1.CO. (5) Given the product [CH2:35]([C:10]1[CH:11]=[C:12]([O:15][CH2:16][CH2:17][CH:18]([O:20][C:21]2[CH:26]=[CH:25][C:24]([CH2:27][CH3:28])=[CH:23][C:22]=2[C:29]2[CH:34]=[CH:33][CH:32]=[CH:31][N:30]=2)[CH3:19])[CH:13]=[CH:14][C:9]=1[CH2:8][CH2:7][C:6]([OH:37])=[O:5])[CH3:36], predict the reactants needed to synthesize it. The reactants are: [OH-].[Na+].C([O:5][C:6](=[O:37])[CH2:7][CH2:8][C:9]1[CH:14]=[CH:13][C:12]([O:15][CH2:16][CH2:17][CH:18]([O:20][C:21]2[CH:26]=[CH:25][C:24]([CH2:27][CH3:28])=[CH:23][C:22]=2[C:29]2[CH:34]=[CH:33][CH:32]=[CH:31][N:30]=2)[CH3:19])=[CH:11][C:10]=1[CH2:35][CH3:36])C.Cl. (6) The reactants are: [NH:1]1[C:9]2[C:4](=[C:5]([C:10]3[N:11]=[C:12]([N:22]4[CH2:27][CH2:26][O:25][CH2:24][CH2:23]4)[C:13]4[CH:18]=[C:17]([C:19]([OH:21])=O)[S:16][C:14]=4[N:15]=3)[CH:6]=[CH:7][CH:8]=2)[CH:3]=[N:2]1.Cl.[CH2:29]([NH2:31])[CH3:30]. Given the product [CH2:29]([NH:31][C:19]([C:17]1[S:16][C:14]2[N:15]=[C:10]([C:5]3[CH:6]=[CH:7][CH:8]=[C:9]4[C:4]=3[CH:3]=[N:2][NH:1]4)[N:11]=[C:12]([N:22]3[CH2:23][CH2:24][O:25][CH2:26][CH2:27]3)[C:13]=2[CH:18]=1)=[O:21])[CH3:30], predict the reactants needed to synthesize it. (7) Given the product [F:24][C:21]1[CH:22]=[CH:23][C:18]([CH2:17][C:14]2[CH:15]=[C:16]3[C:11]([C:10]([CH3:28])([CH3:27])[CH2:9][NH:8]3)=[CH:12][C:13]=2[C:25]#[N:26])=[CH:19][CH:20]=1, predict the reactants needed to synthesize it. The reactants are: C(OC([N:8]1[C:16]2[C:11](=[CH:12][C:13]([C:25]#[N:26])=[C:14]([CH2:17][C:18]3[CH:23]=[CH:22][C:21]([F:24])=[CH:20][CH:19]=3)[CH:15]=2)[C:10]([CH3:28])([CH3:27])[CH2:9]1)=O)(C)(C)C. (8) Given the product [CH3:15][O:16][C:17]1[C:23]([O:24][CH3:25])=[CH:22][CH:21]=[CH:20][C:18]=1[NH:19][C:2]1[CH:7]=[C:6]([CH3:8])[N:5]=[C:4]([C:9]2[CH:14]=[CH:13][CH:12]=[CH:11][N:10]=2)[N:3]=1, predict the reactants needed to synthesize it. The reactants are: Cl[C:2]1[CH:7]=[C:6]([CH3:8])[N:5]=[C:4]([C:9]2[CH:14]=[CH:13][CH:12]=[CH:11][N:10]=2)[N:3]=1.[CH3:15][O:16][C:17]1[C:23]([O:24][CH3:25])=[CH:22][CH:21]=[CH:20][C:18]=1[NH2:19]. (9) The reactants are: C([O:3][C:4](=[O:22])[C@@H:5]([O:20][CH3:21])[CH2:6][C:7]1[CH:12]=[CH:11][C:10]([O:13][C:14]([C:17]([OH:19])=O)([CH3:16])[CH3:15])=[CH:9][CH:8]=1)C.[CH3:23][O:24][C:25]1[CH:30]=[CH:29][C:28]([O:31][CH3:32])=[CH:27][C:26]=1[CH2:33][CH2:34][NH2:35].C(O[C@@H](CC1C=CC(O[C@@H](C(=O)NCCC2C=CC(OC3C=CC=CC=3)=CC=2)C)=CC=1)C(O)=O)C. Given the product [CH3:23][O:24][C:25]1[CH:30]=[CH:29][C:28]([O:31][CH3:32])=[CH:27][C:26]=1[CH2:33][CH2:34][NH:35][C:17]([C:14]([CH3:15])([O:13][C:10]1[CH:9]=[CH:8][C:7]([CH2:6][C@H:5]([O:20][CH3:21])[C:4]([OH:3])=[O:22])=[CH:12][CH:11]=1)[CH3:16])=[O:19], predict the reactants needed to synthesize it. (10) Given the product [CH2:1]([O:8][C:9]1[CH:10]=[CH:11][C:12]([O:29][CH:30]([CH3:32])[CH3:31])=[C:13]([C:15]2[NH:28][C:18]3=[N:19][C:20]([CH2:23][C:24]([OH:26])=[O:25])=[CH:21][CH:22]=[C:17]3[N:16]=2)[CH:14]=1)[C:2]1[CH:7]=[CH:6][CH:5]=[CH:4][CH:3]=1, predict the reactants needed to synthesize it. The reactants are: [CH2:1]([O:8][C:9]1[CH:10]=[CH:11][C:12]([O:29][CH:30]([CH3:32])[CH3:31])=[C:13]([C:15]2[NH:28][C:18]3=[N:19][C:20]([CH2:23][C:24]([O:26]C)=[O:25])=[CH:21][CH:22]=[C:17]3[N:16]=2)[CH:14]=1)[C:2]1[CH:7]=[CH:6][CH:5]=[CH:4][CH:3]=1.[OH-].[Na+].C(O)(=O)CC(CC(O)=O)(C(O)=O)O.